Dataset: Full USPTO retrosynthesis dataset with 1.9M reactions from patents (1976-2016). Task: Predict the reactants needed to synthesize the given product. (1) Given the product [Cl:16][C:17]1[CH:18]=[C:19]([N:24]2[CH2:29][CH2:28][O:27][CH2:26][CH2:25]2)[C:20]2[N:21]([CH:2]=[C:3]([CH:5]3[CH2:8][N:7]([C:9]([O:11][C:12]([CH3:15])([CH3:14])[CH3:13])=[O:10])[CH2:6]3)[N:23]=2)[N:22]=1, predict the reactants needed to synthesize it. The reactants are: Br[CH2:2][C:3]([CH:5]1[CH2:8][N:7]([C:9]([O:11][C:12]([CH3:15])([CH3:14])[CH3:13])=[O:10])[CH2:6]1)=O.[Cl:16][C:17]1[N:22]=[N:21][C:20]([NH2:23])=[C:19]([N:24]2[CH2:29][CH2:28][O:27][CH2:26][CH2:25]2)[CH:18]=1. (2) Given the product [Cl:21][C:22]1[CH:23]=[C:24]([NH:28][C:29]([N:18]2[CH2:19][CH2:20][C:14]3[NH:13][C:12]4[N:11]=[CH:10][CH:9]=[C:8]([NH:7][C:1]5[CH:2]=[CH:3][CH:4]=[CH:5][CH:6]=5)[C:16]=4[C:15]=3[CH2:17]2)=[O:30])[CH:25]=[CH:26][CH:27]=1, predict the reactants needed to synthesize it. The reactants are: [C:1]1([NH:7][C:8]2[C:16]3[C:15]4[CH2:17][NH:18][CH2:19][CH2:20][C:14]=4[NH:13][C:12]=3[N:11]=[CH:10][CH:9]=2)[CH:6]=[CH:5][CH:4]=[CH:3][CH:2]=1.[Cl:21][C:22]1[CH:23]=[C:24]([N:28]=[C:29]=[O:30])[CH:25]=[CH:26][CH:27]=1.C(N(CC)CC)C.